This data is from Catalyst prediction with 721,799 reactions and 888 catalyst types from USPTO. The task is: Predict which catalyst facilitates the given reaction. Reactant: BrC1C=CC=C(C)C=1.[Li]CCCC.CCCCCC.COC(NCC[O:27][C@@H:28]([C:42]1[CH:43]=[C:44]([CH3:48])[CH:45]=[CH:46][CH:47]=1)[C@@H:29]1[CH2:34][CH2:33][CH2:32][N:31]([C:35]([O:37][C:38]([CH3:41])([CH3:40])[CH3:39])=[O:36])[CH2:30]1)=O. Product: [CH3:48][C:44]1[CH:43]=[C:42]([CH:47]=[CH:46][CH:45]=1)[C:28]([C@@H:29]1[CH2:34][CH2:33][CH2:32][N:31]([C:35]([O:37][C:38]([CH3:41])([CH3:39])[CH3:40])=[O:36])[CH2:30]1)=[O:27]. The catalyst class is: 1.